This data is from NCI-60 drug combinations with 297,098 pairs across 59 cell lines. The task is: Regression. Given two drug SMILES strings and cell line genomic features, predict the synergy score measuring deviation from expected non-interaction effect. (1) Drug 1: CC(C)(C#N)C1=CC(=CC(=C1)CN2C=NC=N2)C(C)(C)C#N. Drug 2: C1C(C(OC1N2C=NC3=C2NC=NCC3O)CO)O. Cell line: 786-0. Synergy scores: CSS=2.52, Synergy_ZIP=-2.40, Synergy_Bliss=-4.72, Synergy_Loewe=-4.47, Synergy_HSA=-6.66. (2) Drug 1: CS(=O)(=O)CCNCC1=CC=C(O1)C2=CC3=C(C=C2)N=CN=C3NC4=CC(=C(C=C4)OCC5=CC(=CC=C5)F)Cl. Drug 2: C1CC(=O)NC(=O)C1N2C(=O)C3=CC=CC=C3C2=O. Cell line: SN12C. Synergy scores: CSS=2.21, Synergy_ZIP=-0.512, Synergy_Bliss=2.39, Synergy_Loewe=-3.09, Synergy_HSA=-0.279. (3) Drug 1: C(CC(=O)O)C(=O)CN.Cl. Drug 2: CCN(CC)CCCC(C)NC1=C2C=C(C=CC2=NC3=C1C=CC(=C3)Cl)OC. Cell line: CAKI-1. Synergy scores: CSS=22.5, Synergy_ZIP=-0.545, Synergy_Bliss=6.04, Synergy_Loewe=1.76, Synergy_HSA=5.82. (4) Drug 1: C1CC(C1)(C(=O)O)C(=O)O.[NH2-].[NH2-].[Pt+2]. Drug 2: C1=CN(C=N1)CC(O)(P(=O)(O)O)P(=O)(O)O. Cell line: DU-145. Synergy scores: CSS=8.44, Synergy_ZIP=-0.562, Synergy_Bliss=6.56, Synergy_Loewe=1.43, Synergy_HSA=2.26. (5) Drug 1: C1=CC(=CC=C1CCC2=CNC3=C2C(=O)NC(=N3)N)C(=O)NC(CCC(=O)O)C(=O)O. Drug 2: C1=NNC2=C1C(=O)NC=N2. Cell line: CCRF-CEM. Synergy scores: CSS=58.0, Synergy_ZIP=-2.18, Synergy_Bliss=-3.65, Synergy_Loewe=-10.3, Synergy_HSA=0.121. (6) Drug 1: CC12CCC3C(C1CCC2OP(=O)(O)O)CCC4=C3C=CC(=C4)OC(=O)N(CCCl)CCCl.[Na+]. Drug 2: CC1C(C(CC(O1)OC2CC(CC3=C2C(=C4C(=C3O)C(=O)C5=C(C4=O)C(=CC=C5)OC)O)(C(=O)CO)O)N)O.Cl. Cell line: SR. Synergy scores: CSS=60.4, Synergy_ZIP=8.09, Synergy_Bliss=7.52, Synergy_Loewe=3.59, Synergy_HSA=12.1.